This data is from Peptide-MHC class II binding affinity with 134,281 pairs from IEDB. The task is: Regression. Given a peptide amino acid sequence and an MHC pseudo amino acid sequence, predict their binding affinity value. This is MHC class II binding data. (1) The peptide sequence is DVEIFENKTTLPVNV. The MHC is DRB1_0101 with pseudo-sequence DRB1_0101. The binding affinity (normalized) is 0.387. (2) The peptide sequence is NHIPGYKVQTNGPWM. The MHC is HLA-DQA10201-DQB10402 with pseudo-sequence HLA-DQA10201-DQB10402. The binding affinity (normalized) is 0.576. (3) The peptide sequence is RWQVVAPQLPDDLMI. The MHC is HLA-DQA10102-DQB10602 with pseudo-sequence HLA-DQA10102-DQB10602. The binding affinity (normalized) is 0.0461. (4) The peptide sequence is REETQQKSNLELLRI. The MHC is DRB1_0401 with pseudo-sequence DRB1_0401. The binding affinity (normalized) is 0.155. (5) The peptide sequence is AAHAAVAGMTLTDDA. The MHC is DRB1_0701 with pseudo-sequence DRB1_0701. The binding affinity (normalized) is 0.165. (6) The peptide sequence is QPCNGVTMNDVKIEY. The MHC is HLA-DPA10201-DPB10501 with pseudo-sequence HLA-DPA10201-DPB10501. The binding affinity (normalized) is 0.163. (7) The peptide sequence is LGQTIRNSRWSSPDN. The MHC is HLA-DPA10301-DPB10402 with pseudo-sequence HLA-DPA10301-DPB10402. The binding affinity (normalized) is 0.